Predict the reactants needed to synthesize the given product. From a dataset of Full USPTO retrosynthesis dataset with 1.9M reactions from patents (1976-2016). (1) Given the product [CH3:13][O:1][C:2]1[CH:11]=[C:10]2[C:5]([C:6](=[O:12])[CH2:7][CH2:8][O:9]2)=[CH:4][CH:3]=1, predict the reactants needed to synthesize it. The reactants are: [OH:1][C:2]1[CH:11]=[C:10]2[C:5]([C:6](=[O:12])[CH2:7][CH2:8][O:9]2)=[CH:4][CH:3]=1.[C:13]([O-])([O-])=O.[K+].[K+].CI. (2) Given the product [CH2:1]([O:8][CH2:13][C:16]1[N:20]([CH3:21])[C:19]([CH:22]=[O:23])=[CH:18][N:17]=1)[C:2]1[CH:7]=[CH:6][CH:5]=[CH:4][CH:3]=1, predict the reactants needed to synthesize it. The reactants are: [CH2:1]([O:8]CC(N)=O)[C:2]1[CH:7]=[CH:6][CH:5]=[CH:4][CH:3]=1.[CH:13]1([C:16]2[N:20]([CH3:21])[C:19]([CH:22]=[O:23])=[CH:18][N:17]=2)CC1. (3) Given the product [C:14]([C:13]1[CH:16]=[CH:17][C:10]([S:7]([C:1]2[CH:6]=[CH:5][CH:4]=[CH:3][CH:2]=2)(=[O:9])=[O:8])=[CH:11][CH:12]=1)#[CH:18], predict the reactants needed to synthesize it. The reactants are: [C:1]1([S:7]([C:10]2[CH:17]=[CH:16][C:13]([CH:14]=O)=[CH:12][CH:11]=2)(=[O:9])=[O:8])[CH:6]=[CH:5][CH:4]=[CH:3][CH:2]=1.[C:18](=O)([O-])[O-].[K+].[K+].[N+](=C(P(=O)(OCC)OCC)C(=O)C)=[N-].O. (4) Given the product [ClH:44].[NH2:7][C@H:8]([CH2:33][C:34]1[CH:39]=[C:38]([F:40])[C:37]([F:41])=[CH:36][C:35]=1[F:42])[CH2:9][C:10]([N:12]1[CH2:17][CH2:16][N:15]2[C:18]([C:29]([F:32])([F:31])[F:30])=[N:19][C:20]([C:21]([N:23]3[CH2:27][CH2:26][C@H:25]([F:28])[CH2:24]3)=[O:22])=[C:14]2[CH2:13]1)=[O:11], predict the reactants needed to synthesize it. The reactants are: C(OC(=O)[NH:7][C@H:8]([CH2:33][C:34]1[CH:39]=[C:38]([F:40])[C:37]([F:41])=[CH:36][C:35]=1[F:42])[CH2:9][C:10]([N:12]1[CH2:17][CH2:16][N:15]2[C:18]([C:29]([F:32])([F:31])[F:30])=[N:19][C:20]([C:21]([N:23]3[CH2:27][CH2:26][C@H:25]([F:28])[CH2:24]3)=[O:22])=[C:14]2[CH2:13]1)=[O:11])(C)(C)C.[ClH:44]. (5) Given the product [CH3:1][O:8][C:9]([C@H:11]1[CH2:16][CH2:15][C@@H:14]([NH:17][C:18]([O:20][C:21]([CH3:23])([CH3:22])[CH3:24])=[O:19])[C@H:13]([OH:25])[CH2:12]1)=[O:10], predict the reactants needed to synthesize it. The reactants are: [CH2:1]([O:8][C:9]([C@H:11]1[CH2:16][CH2:15][C@@H:14]([NH:17][C:18]([O:20][C:21]([CH3:24])([CH3:23])[CH3:22])=[O:19])[C@H:13]([OH:25])[CH2:12]1)=[O:10])C1C=CC=CC=1. (6) Given the product [OH:14][CH2:10][CH2:11][C:12]1[O:9][C:3]2[C:4]([OH:8])=[CH:5][CH:6]=[CH:7][C:2]=2[CH:13]=1, predict the reactants needed to synthesize it. The reactants are: Br[C:2]1[CH:7]=[CH:6][CH:5]=[C:4]([OH:8])[C:3]=1[OH:9].[CH2:10]([OH:14])[CH2:11][C:12]#[CH:13]. (7) Given the product [ClH:2].[F:30][C:31]1[CH:36]=[C:35]([F:37])[CH:34]=[CH:33][C:32]=1[NH:38][C:39]([NH:40][C:41]1[CH:42]=[CH:43][C:44]([C:47]2[S:51][C:50]([CH:52]3[CH2:57][CH2:56][NH:55][CH2:54][CH2:53]3)=[N:49][CH:48]=2)=[CH:45][CH:46]=1)=[O:65], predict the reactants needed to synthesize it. The reactants are: Cl.[Cl:2]C1C=CC=CC=1NC(NC1C=CC(C2SC(C3CCNCC3)=NC=2)=CC=1)=O.[F:30][C:31]1[CH:36]=[C:35]([F:37])[CH:34]=[CH:33][C:32]=1[NH:38][C:39](=[O:65])[NH:40][C:41]1[CH:46]=[CH:45][C:44]([C:47]2[S:51][C:50]([CH:52]3[CH2:57][CH2:56][N:55](C(OC(C)(C)C)=O)[CH2:54][CH2:53]3)=[N:49][CH:48]=2)=[CH:43][CH:42]=1.Cl. (8) Given the product [Cl:24][C:19]1[CH:18]=[C:17]([C@@H:9]([CH2:10][NH:11][CH3:12])[C@@H:8]([C:4]2[CH:5]=[CH:6][CH:7]=[C:2]([CH2:27][CH3:28])[CH:3]=2)[OH:25])[CH:22]=[CH:21][C:20]=1[Cl:23], predict the reactants needed to synthesize it. The reactants are: Br[C:2]1[CH:3]=[C:4]([CH:8]([OH:25])[CH:9]([C:17]2[CH:22]=[CH:21][C:20]([Cl:23])=[C:19]([Cl:24])[CH:18]=2)[CH2:10][NH:11][C:12](=O)OCC)[CH:5]=[CH:6][CH:7]=1.B.[CH2:27]1COC[CH2:28]1.Cl.C([O-])(O)=O.[Na+].